Dataset: Forward reaction prediction with 1.9M reactions from USPTO patents (1976-2016). Task: Predict the product of the given reaction. Given the reactants [Cl:1][C:2]1[CH:7]=[CH:6][C:5]([S:8]([NH:11][C@H:12]([C:15]2[CH:20]=[CH:19][CH:18]=[CH:17][CH:16]=2)[CH2:13][CH3:14])(=[O:10])=[O:9])=[CH:4][CH:3]=1.Br[CH2:22][C:23]1[CH:24]=[C:25]([CH:30]=[CH:31][CH:32]=1)[C:26]([O:28][CH3:29])=[O:27].C([O-])([O-])=O.[Cs+].[Cs+].O, predict the reaction product. The product is: [Cl:1][C:2]1[CH:7]=[CH:6][C:5]([S:8]([N:11]([CH2:22][C:23]2[CH:24]=[C:25]([CH:30]=[CH:31][CH:32]=2)[C:26]([O:28][CH3:29])=[O:27])[C@H:12]([C:15]2[CH:16]=[CH:17][CH:18]=[CH:19][CH:20]=2)[CH2:13][CH3:14])(=[O:10])=[O:9])=[CH:4][CH:3]=1.